Task: Predict the reactants needed to synthesize the given product.. Dataset: Retrosynthesis with 50K atom-mapped reactions and 10 reaction types from USPTO (1) Given the product Brc1ccc(C2OCCO2)cc1, predict the reactants needed to synthesize it. The reactants are: O=Cc1ccc(Br)cc1.OCCO. (2) The reactants are: CC(C)(C)OC(=O)NCCCCc1ccc(OCC#N)cc1. Given the product N#CCOc1ccc(CCCCN)cc1, predict the reactants needed to synthesize it. (3) Given the product COc1cc(C(F)(F)F)cc(OC)c1C(=O)NC(C)(C)CO, predict the reactants needed to synthesize it. The reactants are: CC(C)(N)CO.COc1cc(C(F)(F)F)cc(OC)c1C(=O)Cl. (4) Given the product CC(C)(C)OC(=O)N1CCN(C2CCN(Cc3cc(Br)ccc3OCc3ccc(Cl)cc3)CC2)CC1, predict the reactants needed to synthesize it. The reactants are: CC(C)(C)OC(=O)N1CCNCC1.O=C1CCN(Cc2cc(Br)ccc2OCc2ccc(Cl)cc2)CC1. (5) Given the product O[C@@H]1CO[C@@H]2COC(c3ccccc3)O[C@H]2C1, predict the reactants needed to synthesize it. The reactants are: O=C(O[C@@H]1CO[C@@H]2COC(c3ccccc3)O[C@H]2C1)c1ccccc1. (6) Given the product CCNC(=O)c1ccc(-n2nnc(C(=O)NC3CC3)c2OCC)cc1, predict the reactants needed to synthesize it. The reactants are: CCNC(=O)c1ccc(-n2nnc(C(=O)OC)c2OCC)cc1.NC1CC1.